Dataset: Reaction yield outcomes from USPTO patents with 853,638 reactions. Task: Predict the reaction yield, written as a fraction of the theoretical maximum amount of product (1.0 means a 100% yield; for example, 0.34 means a 34% yield). (1) The reactants are [C:1]([Si:5]([CH3:28])([CH3:27])[O:6][C:7]1[C:8]([O:25][CH3:26])=[C:9]([CH:15]([C:17]2[C:18]([Cl:24])=[N:19][C:20]([Cl:23])=[N:21][CH:22]=2)[OH:16])[C:10]([F:14])=[C:11]([F:13])[CH:12]=1)([CH3:4])([CH3:3])[CH3:2].C(=O)(O)[O-].[Na+].Cl[O-].[Na+].C(OCC)(=O)C. The catalyst is C(Cl)Cl.O.[Br-].C([N+](CCCC)(CCCC)CCCC)CCC.CC1(C)N([O])C(C)(C)CCC1. The product is [C:1]([Si:5]([CH3:28])([CH3:27])[O:6][C:7]1[C:8]([O:25][CH3:26])=[C:9]([C:15]([C:17]2[C:18]([Cl:24])=[N:19][C:20]([Cl:23])=[N:21][CH:22]=2)=[O:16])[C:10]([F:14])=[C:11]([F:13])[CH:12]=1)([CH3:4])([CH3:3])[CH3:2]. The yield is 0.960. (2) The reactants are Br[C:2]1[C:10]([O:11][CH3:12])=[CH:9][C:8]([O:13][CH3:14])=[C:7]2[C:3]=1[CH2:4][N:5]([CH2:16][C:17]1[CH:22]=[CH:21][C:20]([O:23][C:24]([F:27])([F:26])[F:25])=[CH:19][CH:18]=1)[C:6]2=O.C([SnH](CCCC)CCCC)CCC.[F-].[K+]. The catalyst is C1C=CC=CC=1. The product is [CH3:12][O:11][C:10]1[CH:2]=[C:3]2[C:7](=[C:8]([O:13][CH3:14])[CH:9]=1)[CH2:6][N:5]([CH2:16][C:17]1[CH:18]=[CH:19][C:20]([O:23][C:24]([F:26])([F:27])[F:25])=[CH:21][CH:22]=1)[CH2:4]2. The yield is 0.640. (3) The reactants are [OH:1][CH2:2][C:3]1[CH:19]=[CH:18][C:6]2[N:7]=[C:8]([NH:10][C@@H:11]3[CH2:16][CH2:15][CH2:14][CH2:13][C@H:12]3[OH:17])[S:9][C:5]=2[CH:4]=1. The catalyst is C(Cl)Cl.[O-2].[Mn+4].[O-2]. The product is [OH:17][C@@H:12]1[CH2:13][CH2:14][CH2:15][CH2:16][C@H:11]1[NH:10][C:8]1[S:9][C:5]2[CH:4]=[C:3]([CH:2]=[O:1])[CH:19]=[CH:18][C:6]=2[N:7]=1. The yield is 0.990. (4) The reactants are [NH2:1][C:2]1[N:7]=[CH:6][N:5]=[C:4]2[N:8]([C:12]3[CH:17]=[CH:16][C:15]([N+:18]([O-:20])=[O:19])=[CH:14][CH:13]=3)[N:9]=[C:10](I)[C:3]=12.[CH3:21][O:22][C:23]1[CH:28]=[C:27](B2OC(C)(C)C(C)(C)O2)[CH:26]=[CH:25][C:24]=1[NH:38][C:39](=[O:45])[O:40][C:41]([CH3:44])([CH3:43])[CH3:42].C(=O)([O-])[O-].[Na+].[Na+]. The catalyst is CN(C)C=O.O.C1C=CC([P]([Pd]([P](C2C=CC=CC=2)(C2C=CC=CC=2)C2C=CC=CC=2)([P](C2C=CC=CC=2)(C2C=CC=CC=2)C2C=CC=CC=2)[P](C2C=CC=CC=2)(C2C=CC=CC=2)C2C=CC=CC=2)(C2C=CC=CC=2)C2C=CC=CC=2)=CC=1. The product is [NH2:1][C:2]1[N:7]=[CH:6][N:5]=[C:4]2[N:8]([C:12]3[CH:17]=[CH:16][C:15]([N+:18]([O-:20])=[O:19])=[CH:14][CH:13]=3)[N:9]=[C:10]([C:27]3[CH:26]=[CH:25][C:24]([NH:38][C:39](=[O:45])[O:40][C:41]([CH3:42])([CH3:43])[CH3:44])=[C:23]([O:22][CH3:21])[CH:28]=3)[C:3]=12. The yield is 0.630. (5) The reactants are FC(F)(F)C(O)=O.[Br:8][C:9]1[CH:10]=[C:11]([S:16]([C:19]([C:21]2[CH:26]=[CH:25][C:24]([C:27]([O:36][CH2:37][C:38]3[C:43]([F:44])=[CH:42][CH:41]=[CH:40][C:39]=3[F:45])([C:32]([F:35])([F:34])[F:33])[C:28]([F:31])([F:30])[F:29])=[CH:23][CH:22]=2)=[CH2:20])(=[O:18])=[O:17])[CH:12]=[CH:13][C:14]=1[F:15].[CH2:46]([N:53]([CH2:57][Si](C)(C)C)[CH2:54]OC)[C:47]1[CH:52]=[CH:51][CH:50]=[CH:49][CH:48]=1. The catalyst is ClCCl. The product is [CH2:46]([N:53]1[CH2:54][CH2:20][C:19]([S:16]([C:11]2[CH:12]=[CH:13][C:14]([F:15])=[C:9]([Br:8])[CH:10]=2)(=[O:18])=[O:17])([C:21]2[CH:26]=[CH:25][C:24]([C:27]([O:36][CH2:37][C:38]3[C:43]([F:44])=[CH:42][CH:41]=[CH:40][C:39]=3[F:45])([C:28]([F:30])([F:29])[F:31])[C:32]([F:33])([F:34])[F:35])=[CH:23][CH:22]=2)[CH2:57]1)[C:47]1[CH:48]=[CH:49][CH:50]=[CH:51][CH:52]=1. The yield is 0.380. (6) The reactants are [NH2:1][C:2]1[N:7]=[CH:6][N:5]=[C:4]([N:8]2[CH2:13][CH2:12][N:11]([CH2:14][C:15]3[CH:20]=[C:19]([Cl:21])[C:18]([Cl:22])=[CH:17][C:16]=3[OH:23])[CH2:10][CH2:9]2)[C:3]=1[C:24]1[CH:29]=[CH:28][C:27]([F:30])=[CH:26][CH:25]=1.C(OC([N:38]1[CH2:41][CH:40](I)[CH2:39]1)=O)(C)(C)C.C(=O)([O-])[O-].[Cs+].[Cs+].O. The catalyst is CN(C=O)C. The product is [NH:38]1[CH2:41][CH:40]([O:23][C:16]2[CH:17]=[C:18]([Cl:22])[C:19]([Cl:21])=[CH:20][C:15]=2[CH2:14][N:11]2[CH2:12][CH2:13][N:8]([C:4]3[N:5]=[CH:6][N:7]=[C:2]([NH2:1])[C:3]=3[C:24]3[CH:29]=[CH:28][C:27]([F:30])=[CH:26][CH:25]=3)[CH2:9][CH2:10]2)[CH2:39]1. The yield is 0.336. (7) The reactants are [NH2:1][C:2]1[C:3]([O:20][CH3:21])=[CH:4][C:5]([CH:17]([CH3:19])[CH3:18])=[C:6]([CH:16]=1)[O:7][C:8]1[C:9]([NH2:15])=[N:10][C:11]([NH2:14])=[N:12][CH:13]=1.[CH2:22]([N:24]=[C:25]=[O:26])[CH3:23]. The catalyst is C1(C)C=CC=CC=1. The product is [NH2:14][C:11]1[N:10]=[C:9]([NH2:15])[C:8]([O:7][C:6]2[C:5]([CH:17]([CH3:19])[CH3:18])=[CH:4][C:3]([O:20][CH3:21])=[C:2]([NH:1][C:25]([NH:24][CH2:22][CH3:23])=[O:26])[CH:16]=2)=[CH:13][N:12]=1. The yield is 0.830. (8) The reactants are [O:1]1[C:5]2[CH:6]=[CH:7][C:8]([CH:10]=[CH:11][C:12]([NH2:14])=[O:13])=[CH:9][C:4]=2[O:3][CH2:2]1.[Cl:15][CH:16](Cl)[C:17](=O)[CH3:18]. The catalyst is C1(C)C=CC=CC=1. The product is [O:1]1[C:5]2[CH:6]=[CH:7][C:8]([CH:10]=[CH:11][C:12]3[O:13][CH:18]=[C:17]([CH2:16][Cl:15])[N:14]=3)=[CH:9][C:4]=2[O:3][CH2:2]1. The yield is 0.760. (9) The reactants are [Si:1]([O:8][CH:9]1[CH2:12][N:11]([C:13]([C:15]2[S:23][C:22]3[C:17](=[N:18][CH:19]=[CH:20][C:21]=3[O:24][C:25]3[CH:30]=[CH:29][C:28]([N+:31]([O-])=O)=[CH:27][C:26]=3[F:34])[CH:16]=2)=[O:14])[CH2:10]1)([C:4]([CH3:7])([CH3:6])[CH3:5])([CH3:3])[CH3:2].[BH4-].[Na+].C(N(CC(O)=O)CC(O)=O)CN(CC(O)=O)CC(O)=O. The catalyst is CO.C1COCC1. The product is [NH2:31][C:28]1[CH:29]=[CH:30][C:25]([O:24][C:21]2[CH:20]=[CH:19][N:18]=[C:17]3[CH:16]=[C:15]([C:13]([N:11]4[CH2:12][CH:9]([O:8][Si:1]([C:4]([CH3:5])([CH3:6])[CH3:7])([CH3:3])[CH3:2])[CH2:10]4)=[O:14])[S:23][C:22]=23)=[C:26]([F:34])[CH:27]=1. The yield is 0.460.